Dataset: Full USPTO retrosynthesis dataset with 1.9M reactions from patents (1976-2016). Task: Predict the reactants needed to synthesize the given product. The reactants are: [C:1](Cl)(=[O:5])[CH2:2][CH2:3][CH3:4].Cl.[NH2:8][C:9]1[CH:10]=[N:11][C:12]2[C:17]([C:18]=1[OH:19])=[CH:16][CH:15]=[C:14]([C:20]([F:23])([F:22])[F:21])[CH:13]=2.C(N(CC)CC)C.C(=O)(O)[O-].[Na+]. Given the product [OH:19][C:18]1[C:17]2[C:12](=[CH:13][C:14]([C:20]([F:23])([F:21])[F:22])=[CH:15][CH:16]=2)[N:11]=[CH:10][C:9]=1[NH:8][C:1](=[O:5])[CH2:2][CH2:3][CH3:4], predict the reactants needed to synthesize it.